This data is from Forward reaction prediction with 1.9M reactions from USPTO patents (1976-2016). The task is: Predict the product of the given reaction. (1) The product is: [CH:1]([C:4]1[CH:5]=[CH:6][C:7]([C:10]2[N:14]([CH2:15][CH2:16][O:17][CH3:18])[C:13]3[C:19]([O:31][CH3:32])=[CH:20][C:21]([CH:23]([O:24][C:33](=[O:35])[CH3:34])[C:25]4[CH:26]=[CH:27][CH:28]=[CH:29][CH:30]=4)=[CH:22][C:12]=3[N:11]=2)=[CH:8][CH:9]=1)([CH3:3])[CH3:2]. Given the reactants [CH:1]([C:4]1[CH:9]=[CH:8][C:7]([C:10]2[N:14]([CH2:15][CH2:16][O:17][CH3:18])[C:13]3[C:19]([O:31][CH3:32])=[CH:20][C:21]([CH:23]([C:25]4[CH:30]=[CH:29][CH:28]=[CH:27][CH:26]=4)[OH:24])=[CH:22][C:12]=3[N:11]=2)=[CH:6][CH:5]=1)([CH3:3])[CH3:2].[C:33](Cl)(=[O:35])[CH3:34].C(N(CC)CC)C, predict the reaction product. (2) Given the reactants [CH3:1][C@H:2]1[C@H:11]2[C@@:6]([C:17]3[CH:22]=[CH:21][CH:20]=[CH:19][CH:18]=3)([C:7](=O)[CH:8]([C:12](OC)=[O:13])[CH2:9][CH2:10]2)[CH2:5][CH2:4][C:3]21[O:26][CH2:25][CH2:24][O:23]2.[NH2:27][C:28]([NH2:30])=[S:29].CC(C)([O-])C.[K+], predict the reaction product. The product is: [CH3:1][C@@H:2]1[C:3]2([O:26][CH2:25][CH2:24][O:23]2)[CH2:4][CH2:5][C@@:6]2([C:17]3[CH:22]=[CH:21][CH:20]=[CH:19][CH:18]=3)[C@H:11]1[CH2:10][CH2:9][C:8]1[C:12]([OH:13])=[N:27][C:28]([SH:29])=[N:30][C:7]=12. (3) Given the reactants C(OC(=O)[NH:7][CH2:8][C:9]([NH:11][CH2:12][C:13]1[NH:17][C:16]2[CH:18]=[C:19]([C:22]3[C:30]4[C:25](=[CH:26][C:27]([F:31])=[CH:28][CH:29]=4)[NH:24][CH:23]=3)[CH:20]=[CH:21][C:15]=2[N:14]=1)=[O:10])(C)(C)C.Cl, predict the reaction product. The product is: [NH2:7][CH2:8][C:9]([NH:11][CH2:12][C:13]1[NH:17][C:16]2[CH:18]=[C:19]([C:22]3[C:30]4[C:25](=[CH:26][C:27]([F:31])=[CH:28][CH:29]=4)[NH:24][CH:23]=3)[CH:20]=[CH:21][C:15]=2[N:14]=1)=[O:10]. (4) Given the reactants [N:1]1([C:7]2[CH:17]=[CH:16][C:10]([C:11]([O:13][CH2:14][CH3:15])=[O:12])=[CH:9][CH:8]=2)[CH2:6][CH2:5][NH:4][CH2:3][CH2:2]1.[C:18]1([C:24]([C:28]2[CH:33]=[CH:32][CH:31]=[CH:30][CH:29]=2)=[CH:25][CH:26]=O)[CH:23]=[CH:22][CH:21]=[CH:20][CH:19]=1.C([BH3-])#N, predict the reaction product. The product is: [C:18]1([C:24]([C:28]2[CH:29]=[CH:30][CH:31]=[CH:32][CH:33]=2)=[CH:25][CH2:26][N:4]2[CH2:3][CH2:2][N:1]([C:7]3[CH:8]=[CH:9][C:10]([C:11]([O:13][CH2:14][CH3:15])=[O:12])=[CH:16][CH:17]=3)[CH2:6][CH2:5]2)[CH:23]=[CH:22][CH:21]=[CH:20][CH:19]=1. (5) Given the reactants [O:1]1[C:10]2[C:5](=[CH:6][C:7]([C:11]3[C:16]([CH:17]([CH2:22][CH2:23][CH3:24])[C:18]([O:20]C)=[O:19])=[C:15]([CH3:25])[N:14]=[C:13]([C:26]4[CH:31]=[CH:30][CH:29]=[CH:28][CH:27]=4)[N:12]=3)=[CH:8][CH:9]=2)[CH2:4][CH2:3][CH2:2]1.[OH-].[Na+], predict the reaction product. The product is: [O:1]1[C:10]2[C:5](=[CH:6][C:7]([C:11]3[C:16]([CH:17]([CH2:22][CH2:23][CH3:24])[C:18]([OH:20])=[O:19])=[C:15]([CH3:25])[N:14]=[C:13]([C:26]4[CH:27]=[CH:28][CH:29]=[CH:30][CH:31]=4)[N:12]=3)=[CH:8][CH:9]=2)[CH2:4][CH2:3][CH2:2]1. (6) Given the reactants Br[C:2]1[CH:3]=[C:4]([CH:22]=[C:23]([CH3:25])[N:24]=1)[C:5]([NH:7][CH:8]([C:10]1[CH:11]=[N:12][C:13]([O:16][CH2:17][C:18]([F:21])([F:20])[F:19])=[CH:14][CH:15]=1)[CH3:9])=[O:6].C([Sn](CCCC)(CCCC)[C:31]1[S:32][CH:33]=[CH:34][N:35]=1)CCC.CN(C)C=O, predict the reaction product. The product is: [CH3:25][C:23]1[CH:22]=[C:4]([CH:3]=[C:2]([C:31]2[S:32][CH:33]=[CH:34][N:35]=2)[N:24]=1)[C:5]([NH:7][CH:8]([C:10]1[CH:11]=[N:12][C:13]([O:16][CH2:17][C:18]([F:21])([F:19])[F:20])=[CH:14][CH:15]=1)[CH3:9])=[O:6].